Dataset: Full USPTO retrosynthesis dataset with 1.9M reactions from patents (1976-2016). Task: Predict the reactants needed to synthesize the given product. (1) The reactants are: [CH2:1]([C:3]1[C:8](=[O:9])[NH:7][C:6]([CH3:10])=[C:5]([C:11]2[O:15][C:14]([CH:16]=O)=[CH:13][CH:12]=2)[CH:4]=1)[CH3:2].[CH2:18]([O:25][NH2:26])[C:19]1[CH:24]=[CH:23][CH:22]=[CH:21][CH:20]=1. Given the product [CH2:18]([O:25][N:26]=[CH:16][C:14]1[O:15][C:11]([C:5]2[CH:4]=[C:3]([CH2:1][CH3:2])[C:8](=[O:9])[NH:7][C:6]=2[CH3:10])=[CH:12][CH:13]=1)[C:19]1[CH:24]=[CH:23][CH:22]=[CH:21][CH:20]=1, predict the reactants needed to synthesize it. (2) Given the product [CH:3]1([C:9]2[C:10]3[CH:11]=[CH:12][C:13]([C:28]([OH:30])=[O:29])=[CH:14][C:15]=3[N:16]3[CH2:22][C:21](=[O:23])[CH2:20][C:19]4[CH:24]=[CH:25][CH:26]=[CH:27][C:18]=4[C:17]=23)[CH2:4][CH2:5][CH2:6][CH2:7][CH2:8]1, predict the reactants needed to synthesize it. The reactants are: [OH-].[Na+].[CH:3]1([C:9]2[C:10]3[CH:11]=[CH:12][C:13]([C:28]([O:30]C)=[O:29])=[CH:14][C:15]=3[N:16]3[CH2:22][C:21](=[O:23])[CH2:20][C:19]4[CH:24]=[CH:25][CH:26]=[CH:27][C:18]=4[C:17]=23)[CH2:8][CH2:7][CH2:6][CH2:5][CH2:4]1.Cl.